This data is from Full USPTO retrosynthesis dataset with 1.9M reactions from patents (1976-2016). The task is: Predict the reactants needed to synthesize the given product. (1) Given the product [CH3:37][O:36][C:30]1[CH:29]=[C:28]([CH:33]=[CH:32][C:31]=1[O:34][CH3:35])[CH2:27][N:13]1[C:12](=[O:38])[C:11]2[C:16](=[CH:17][CH:18]=[C:9]([OH:8])[CH:10]=2)[N:15]([CH:19]2[CH2:20][CH2:21][S:22](=[O:25])[CH2:23][CH2:24]2)[C:14]1=[O:26], predict the reactants needed to synthesize it. The reactants are: C([O:8][C:9]1[CH:10]=[C:11]2[C:16](=[CH:17][CH:18]=1)[N:15]([CH:19]1[CH2:24][CH2:23][S:22](=[O:25])[CH2:21][CH2:20]1)[C:14](=[O:26])[N:13]([CH2:27][C:28]1[CH:33]=[CH:32][C:31]([O:34][CH3:35])=[C:30]([O:36][CH3:37])[CH:29]=1)[C:12]2=[O:38])C1C=CC=CC=1. (2) Given the product [CH:18]1([NH:17][C:16]([NH:15][CH:9]2[CH2:10][CH2:11][CH2:12][CH2:13][CH2:14]2)=[O:1])[CH2:23][CH2:22][CH2:21][CH2:20][CH2:19]1, predict the reactants needed to synthesize it. The reactants are: [O:1]1CCC(C(O)=O)C1.[CH:9]1([N:15]=[C:16]=[N:17][CH:18]2[CH2:23][CH2:22][CH2:21][CH2:20][CH2:19]2)[CH2:14][CH2:13][CH2:12][CH2:11][CH2:10]1.C(N(CC)CC)C. (3) Given the product [NH2:9][C:8]1[CH:7]=[CH:6][C:5]([C:12]([N:14]2[CH2:18][CH2:17][CH2:16][CH2:15]2)=[O:13])=[CH:4][C:3]=1[O:2][CH3:1], predict the reactants needed to synthesize it. The reactants are: [CH3:1][O:2][C:3]1[CH:4]=[C:5]([C:12]([N:14]2[CH2:18][CH2:17][CH2:16][CH2:15]2)=[O:13])[CH:6]=[CH:7][C:8]=1[N+:9]([O-])=O. (4) Given the product [F:24][C:18]1[CH:19]=[CH:20][C:21]([F:23])=[CH:22][C:17]=1[CH:16]1[C@@H:11]([NH:10][C:8](=[O:9])[O:7][C:3]([CH3:4])([CH3:5])[CH3:6])[CH2:12][C@@H:13]([N:25]2[CH2:32][C:31]3[C:27](=[N:28][N:29]([CH2:33][CH2:34][OH:35])[CH:30]=3)[CH2:26]2)[CH2:14][S:15]1, predict the reactants needed to synthesize it. The reactants are: [BH4-].[Na+].[C:3]([O:7][C:8]([NH:10][C@@H:11]1[CH:16]([C:17]2[CH:22]=[C:21]([F:23])[CH:20]=[CH:19][C:18]=2[F:24])[S:15][CH2:14][C@H:13]([N:25]2[CH2:32][C:31]3[C:27](=[N:28][N:29]([CH2:33][C:34](OC)=[O:35])[CH:30]=3)[CH2:26]2)[CH2:12]1)=[O:9])([CH3:6])([CH3:5])[CH3:4].Cl. (5) Given the product [C:1]([C:3]1[CH:4]=[C:5]([N:9]([N:17]([CH2:31][CH2:32][CH3:33])[C:18](=[O:23])[C:19]([F:20])([F:22])[F:21])[C:10]([O:12][C:13]([CH3:16])([CH3:15])[CH3:14])=[O:11])[CH:6]=[CH:7][CH:8]=1)#[N:2], predict the reactants needed to synthesize it. The reactants are: [C:1]([C:3]1[CH:4]=[C:5]([N:9]([NH:17][C:18](=[O:23])[C:19]([F:22])([F:21])[F:20])[C:10]([O:12][C:13]([CH3:16])([CH3:15])[CH3:14])=[O:11])[CH:6]=[CH:7][CH:8]=1)#[N:2].C(=O)([O-])[O-].[Cs+].[Cs+].I[CH2:31][CH2:32][CH3:33].